This data is from Full USPTO retrosynthesis dataset with 1.9M reactions from patents (1976-2016). The task is: Predict the reactants needed to synthesize the given product. (1) Given the product [Cl:1][C@@H:2]([C@@H:6]([CH3:9])[CH2:7][CH3:8])[C:3]([Cl:13])=[O:4], predict the reactants needed to synthesize it. The reactants are: [Cl:1][C@@H:2]([C@@H:6]([CH3:9])[CH2:7][CH3:8])[C:3](O)=[O:4].C(Cl)(=O)C([Cl:13])=O. (2) The reactants are: [CH2:1]([O:8][CH2:9][CH2:10][CH2:11][O:12][C:13]1[CH:14]=[C:15]([CH:18]=[CH:19][CH:20]=1)[CH:16]=[O:17])[C:2]1[CH:7]=[CH:6][CH:5]=[CH:4][CH:3]=1.[C:21](#[N:23])[CH3:22]. Given the product [CH2:1]([O:8][CH2:9][CH2:10][CH2:11][O:12][C:13]1[CH:14]=[C:15]([CH:16]([OH:17])[CH2:22][C:21]#[N:23])[CH:18]=[CH:19][CH:20]=1)[C:2]1[CH:3]=[CH:4][CH:5]=[CH:6][CH:7]=1, predict the reactants needed to synthesize it. (3) Given the product [OH:50][CH2:49][CH2:48][NH:47][C:20]([C:7]1[C:8]2[CH2:9][CH2:10][CH:11]([C:14]3[CH:19]=[CH:18][CH:17]=[CH:16][CH:15]=3)[CH2:12][C:13]=2[C:4]2=[N:3][C:2]([CH3:1])=[C:23]([CH3:24])[N:5]2[CH:6]=1)=[O:22], predict the reactants needed to synthesize it. The reactants are: [CH3:1][C:2]1[N:3]=[C:4]2[C:13]3[CH2:12][CH:11]([C:14]4[CH:19]=[CH:18][CH:17]=[CH:16][CH:15]=4)[CH2:10][CH2:9][C:8]=3[C:7]([C:20]([OH:22])=O)=[CH:6][N:5]2[C:23]=1[CH3:24].CN(C(ON1N=NC2C=CC=CC1=2)=[N+](C)C)C.[B-](F)(F)(F)F.[NH2:47][CH2:48][CH2:49][OH:50].[Cl-].[NH4+]. (4) Given the product [C:1]12([CH2:11][C:12]([NH:14][C:15]3[C:24]([CH3:25])=[CH:23][CH:22]=[C:21]4[C:16]=3[CH:17]=[CH:18][C:19]([N:33]3[CH2:37][CH2:36][C@H:35]([NH:38][C:27]([N:33]5[CH2:37][CH2:36][C@H:35]([NH:38][C:39](=[O:45])[O:40][C:41]([CH3:42])([CH3:44])[CH3:43])[CH2:34]5)=[O:30])[CH2:34]3)=[N:20]4)=[O:13])[CH2:10][CH:5]3[CH2:6][CH:7]([CH2:9][CH:3]([CH2:4]3)[CH2:2]1)[CH2:8]2, predict the reactants needed to synthesize it. The reactants are: [C:1]12([CH2:11][C:12]([NH:14][C:15]3[C:24]([CH3:25])=[CH:23][CH:22]=[C:21]4[C:16]=3[CH:17]=[CH:18][C:19](Cl)=[N:20]4)=[O:13])[CH2:10][CH:5]3[CH2:6][CH:7]([CH2:9][CH:3]([CH2:4]3)[CH2:2]1)[CH2:8]2.[C:27](=[O:30])([O-])[O-].[K+].[K+].[NH:33]1[CH2:37][CH2:36][C@H:35]([NH:38][C:39](=[O:45])[O:40][C:41]([CH3:44])([CH3:43])[CH3:42])[CH2:34]1.O. (5) Given the product [Cl:13][C:14]1[CH:42]=[CH:41][C:17]([CH2:18][C:19]2[N:20]=[C:21]([O:37][CH2:38][CH2:39][CH3:40])[C:22]3[N:27]=[C:26]([C:28]4[CH:29]=[C:30]([CH3:36])[C:31]([O:35][CH2:49][CH:47]5[CH2:46][O:45][C:44]([CH3:51])([CH3:43])[O:48]5)=[C:32]([CH3:34])[CH:33]=4)[O:25][C:23]=3[N:24]=2)=[CH:16][CH:15]=1, predict the reactants needed to synthesize it. The reactants are: N(C(OCC)=O)=NC(OCC)=O.[Cl:13][C:14]1[CH:42]=[CH:41][C:17]([CH2:18][C:19]2[N:20]=[C:21]([O:37][CH2:38][CH2:39][CH3:40])[C:22]3[N:27]=[C:26]([C:28]4[CH:33]=[C:32]([CH3:34])[C:31]([OH:35])=[C:30]([CH3:36])[CH:29]=4)[O:25][C:23]=3[N:24]=2)=[CH:16][CH:15]=1.[CH3:43][C:44]1([CH3:51])[O:48][CH:47]([CH2:49]O)[CH2:46][O:45]1.C(N(CC)CC)C. (6) The reactants are: [Li+].[F:2][C:3]([F:23])([F:22])[C:4]1[N:9]=[CH:8][C:7]([N:10]2[CH2:15][CH2:14][N:13]([CH2:16][CH2:17][CH2:18][C:19]([O-:21])=O)[CH2:12][CH2:11]2)=[CH:6][CH:5]=1.F[P-](F)(F)(F)(F)F.CN(C)C(ON1C2C=CC=CC=2N=N1)=[N+](C)C.Cl.[N+:49]([C:52]1[CH:57]=[CH:56][C:55]([NH:58][CH:59]2[CH2:64][CH2:63][NH:62][CH2:61][CH2:60]2)=[CH:54][C:53]=1[C:65]([F:68])([F:67])[F:66])([O-:51])=[O:50].C(N(C(C)C)CC)(C)C.[O-2].[Al+3].[O-2].[O-2].[Al+3]. Given the product [N+:49]([C:52]1[CH:57]=[CH:56][C:55]([NH:58][CH:59]2[CH2:60][CH2:61][N:62]([C:19](=[O:21])[CH2:18][CH2:17][CH2:16][N:13]3[CH2:12][CH2:11][N:10]([C:7]4[CH:8]=[N:9][C:4]([C:3]([F:2])([F:23])[F:22])=[CH:5][CH:6]=4)[CH2:15][CH2:14]3)[CH2:63][CH2:64]2)=[CH:54][C:53]=1[C:65]([F:68])([F:66])[F:67])([O-:51])=[O:50], predict the reactants needed to synthesize it.